From a dataset of Forward reaction prediction with 1.9M reactions from USPTO patents (1976-2016). Predict the product of the given reaction. (1) The product is: [C:20]([N:21]1[CH:24]=[C:9]([CH2:8][CH2:7][CH2:6][N:10]2[C:6](=[O:16])[C:7]3=[CH:15][CH:14]=[CH:13][CH:12]=[C:8]3[C:9]2=[O:11])[N:10]=[CH:22]1)([C:25]1[CH:30]=[CH:29][CH:28]=[CH:27][CH:26]=1)([C:25]1[CH:30]=[CH:29][CH:28]=[CH:27][CH:26]=1)[C:25]1[CH:30]=[CH:29][CH:28]=[CH:27][CH:26]=1. Given the reactants S([O-])(=O)(=O)C.[C:6]1(=[O:16])[NH:10][C:9](=[O:11])[C:8]2=[CH:12][CH:13]=[CH:14][CH:15]=[C:7]12.[K].[I-].[Na+].[CH3:20][N:21]([CH3:24])[CH:22]=O.[CH:25]1[CH:30]=[CH:29][CH:28]=[CH:27][CH:26]=1, predict the reaction product. (2) Given the reactants [Cl:1][C:2]1[CH:10]=[C:9]2[C:5]([CH:6]=[N:7][NH:8]2)=[C:4]([I:11])[CH:3]=1.[OH-].[Na+].[C:14]1([S:20](Cl)(=[O:22])=[O:21])[CH:19]=[CH:18][CH:17]=[CH:16][CH:15]=1, predict the reaction product. The product is: [Cl:1][C:2]1[CH:10]=[C:9]2[C:5]([CH:6]=[N:7][N:8]2[S:20]([C:14]2[CH:19]=[CH:18][CH:17]=[CH:16][CH:15]=2)(=[O:22])=[O:21])=[C:4]([I:11])[CH:3]=1. (3) Given the reactants Br[C:2]1[C:3]([C:19](=[O:21])[NH2:20])=[C:4]2[CH2:9][N:8]([C:10]([O:12][C:13]([CH3:16])([CH3:15])[CH3:14])=[O:11])[CH2:7][CH2:6][N:5]2[C:17]=1[Cl:18].C1C2N(C=CC=2)C=CN=1.[CH3:31][O:32][C:33]1[CH:38]=[CH:37][C:36](B(O)O)=[CH:35][CH:34]=1.C(=O)([O-])[O-].[Cs+].[Cs+], predict the reaction product. The product is: [C:19]([C:3]1[C:2]([C:36]2[CH:37]=[CH:38][C:33]([O:32][CH3:31])=[CH:34][CH:35]=2)=[C:17]([Cl:18])[N:5]2[CH2:6][CH2:7][N:8]([C:10]([O:12][C:13]([CH3:16])([CH3:15])[CH3:14])=[O:11])[CH2:9][C:4]=12)(=[O:21])[NH2:20]. (4) Given the reactants Br[C:2]1[CH:7]=[CH:6][C:5]([S:8]([NH:11][C:12]2[CH:17]=[CH:16][C:15]([Cl:18])=[CH:14][C:13]=2[C:19]([C:21]2[CH:26]=[CH:25][N:24]=[CH:23][CH:22]=2)=[O:20])(=[O:10])=[O:9])=[CH:4][CH:3]=1.C(=O)([O-])[O-].[Na+].[Na+].[C:33]([N:40]1[C:48]2[C:43](=[CH:44][CH:45]=[CH:46][CH:47]=2)[CH:42]=[C:41]1B(O)O)([O:35][C:36]([CH3:39])([CH3:38])[CH3:37])=[O:34], predict the reaction product. The product is: [C:36]([O:35][C:33]([N:40]1[C:48]2[C:43](=[CH:44][CH:45]=[CH:46][CH:47]=2)[CH:42]=[C:41]1[C:2]1[CH:3]=[CH:4][C:5]([S:8](=[O:9])(=[O:10])[NH:11][C:12]2[CH:17]=[CH:16][C:15]([Cl:18])=[CH:14][C:13]=2[C:19]([C:21]2[CH:22]=[CH:23][N:24]=[CH:25][CH:26]=2)=[O:20])=[CH:6][CH:7]=1)=[O:34])([CH3:39])([CH3:37])[CH3:38]. (5) The product is: [Br:3][C:4]1[CH:16]=[CH:15][C:14]2[C:13]3[C:8]([C:7]4([CH:18]=[C:19]5[C:24]([C:23]([C:27]6[CH:32]=[CH:31][CH:30]=[CH:29][CH:28]=6)=[CH:22][CH:21]=[C:20]5[C:33]5[CH:34]=[CH:35][CH:36]=[CH:37][CH:38]=5)=[CH:25]4)[C:6]=2[CH:5]=1)=[CH:9][CH:10]=[CH:11][CH:12]=3. Given the reactants [OH-].[Na+].[Br:3][C:4]1[CH:16]=[CH:15][C:14]2[C:13]3[C:8](=[CH:9][CH:10]=[CH:11][CH:12]=3)[CH2:7][C:6]=2[CH:5]=1.Br[CH2:18][C:19]1[C:24]([CH2:25]Br)=[C:23]([C:27]2[CH:32]=[CH:31][CH:30]=[CH:29][CH:28]=2)[CH:22]=[CH:21][C:20]=1[C:33]1[CH:38]=[CH:37][CH:36]=[CH:35][CH:34]=1, predict the reaction product. (6) Given the reactants [Br:1][C:2]1[CH:3]=[CH:4][C:5]([OH:11])=[C:6]([CH:10]=1)[C:7]([OH:9])=[O:8].S(=O)(=O)(O)O.[CH3:17]O, predict the reaction product. The product is: [Br:1][C:2]1[CH:3]=[CH:4][C:5]([OH:11])=[C:6]([CH:10]=1)[C:7]([O:9][CH3:17])=[O:8].